Dataset: NCI-60 drug combinations with 297,098 pairs across 59 cell lines. Task: Regression. Given two drug SMILES strings and cell line genomic features, predict the synergy score measuring deviation from expected non-interaction effect. (1) Drug 1: CNC(=O)C1=CC=CC=C1SC2=CC3=C(C=C2)C(=NN3)C=CC4=CC=CC=N4. Drug 2: C1=CC(=C2C(=C1NCCNCCO)C(=O)C3=C(C=CC(=C3C2=O)O)O)NCCNCCO. Cell line: HCC-2998. Synergy scores: CSS=39.8, Synergy_ZIP=8.69, Synergy_Bliss=9.86, Synergy_Loewe=-1.64, Synergy_HSA=10.8. (2) Drug 1: C1=NC2=C(N=C(N=C2N1C3C(C(C(O3)CO)O)F)Cl)N. Drug 2: C1=CN(C=N1)CC(O)(P(=O)(O)O)P(=O)(O)O. Cell line: M14. Synergy scores: CSS=1.02, Synergy_ZIP=-0.815, Synergy_Bliss=0.830, Synergy_Loewe=-5.76, Synergy_HSA=-0.788. (3) Drug 1: C1=CC(=CC=C1C#N)C(C2=CC=C(C=C2)C#N)N3C=NC=N3. Drug 2: C1=CC=C(C(=C1)C(C2=CC=C(C=C2)Cl)C(Cl)Cl)Cl. Cell line: CCRF-CEM. Synergy scores: CSS=10.8, Synergy_ZIP=-3.05, Synergy_Bliss=1.85, Synergy_Loewe=-4.02, Synergy_HSA=0.0498. (4) Drug 1: C1=CN(C=N1)CC(O)(P(=O)(O)O)P(=O)(O)O. Drug 2: CC1C(C(CC(O1)OC2CC(CC3=C2C(=C4C(=C3O)C(=O)C5=C(C4=O)C(=CC=C5)OC)O)(C(=O)CO)O)N)O.Cl. Cell line: HOP-92. Synergy scores: CSS=44.4, Synergy_ZIP=0.386, Synergy_Bliss=3.63, Synergy_Loewe=-15.5, Synergy_HSA=5.08.